From a dataset of Reaction yield outcomes from USPTO patents with 853,638 reactions. Predict the reaction yield, written as a fraction of the theoretical maximum amount of product (1.0 means a 100% yield; for example, 0.34 means a 34% yield). The reactants are [CH:1]([C:4]1[C:12]([C:13](=[O:16])[CH2:14][CH3:15])=[C:7]2[CH:8]=[CH:9][CH:10]=[CH:11][N:6]2[N:5]=1)([CH3:3])[CH3:2].[CH2:17]=O.Cl.[CH2:20]([NH2:27])[C:21]1[CH:26]=[CH:25][CH:24]=[CH:23][CH:22]=1.Cl. The catalyst is CCOCC.[OH-].[Na+].CCOC(C)=O.CCCCCC. The product is [CH2:20]([NH:27][CH2:15][CH:14]([CH3:17])[C:13]([C:12]1[C:4]([CH:1]([CH3:3])[CH3:2])=[N:5][N:6]2[CH:11]=[CH:10][CH:9]=[CH:8][C:7]=12)=[O:16])[C:21]1[CH:26]=[CH:25][CH:24]=[CH:23][CH:22]=1. The yield is 0.0950.